This data is from Forward reaction prediction with 1.9M reactions from USPTO patents (1976-2016). The task is: Predict the product of the given reaction. Given the reactants [C:1]1([C:7]2[CH:12]=[C:11]([C:13]3([CH3:18])[O:17][CH2:16][CH2:15][O:14]3)[CH:10]=[CH:9][C:8]=2[NH:19][C:20]([C:22]2[N:23](COCC[Si](C)(C)C)[CH:24]=[C:25]([C:27]#[N:28])[N:26]=2)=[O:21])[CH2:6][CH2:5][CH2:4][CH2:3][CH:2]=1.[F-].C([N+](CCCC)(CCCC)CCCC)CCC, predict the reaction product. The product is: [C:1]1([C:7]2[CH:12]=[C:11]([C:13]3([CH3:18])[O:14][CH2:15][CH2:16][O:17]3)[CH:10]=[CH:9][C:8]=2[NH:19][C:20]([C:22]2[NH:26][C:25]([C:27]#[N:28])=[CH:24][N:23]=2)=[O:21])[CH2:6][CH2:5][CH2:4][CH2:3][CH:2]=1.